This data is from Forward reaction prediction with 1.9M reactions from USPTO patents (1976-2016). The task is: Predict the product of the given reaction. (1) The product is: [F:1][C:2]1[CH:10]=[CH:9][C:5]([C:6]([O:8][CH3:12])=[O:7])=[CH:4][C:3]=1[CH3:11]. Given the reactants [F:1][C:2]1[CH:10]=[CH:9][C:5]([C:6]([OH:8])=[O:7])=[CH:4][C:3]=1[CH3:11].[C:12]([O-])([O-])=O.[K+].[K+].IC, predict the reaction product. (2) Given the reactants [F:1][C:2]1([F:30])[CH:7]([C:8]2[CH:13]=[CH:12][C:11]([O:14]C)=[CH:10][CH:9]=2)[CH2:6][CH2:5][N:4]([CH:16]2[CH2:20][CH2:19][N:18]([CH2:21][C:22]3[CH:27]=[CH:26][C:25]([F:28])=[CH:24][CH:23]=3)[C:17]2=[O:29])[CH2:3]1.B(Br)(Br)Br, predict the reaction product. The product is: [F:30][C:2]1([F:1])[CH:7]([C:8]2[CH:13]=[CH:12][C:11]([OH:14])=[CH:10][CH:9]=2)[CH2:6][CH2:5][N:4]([CH:16]2[CH2:20][CH2:19][N:18]([CH2:21][C:22]3[CH:27]=[CH:26][C:25]([F:28])=[CH:24][CH:23]=3)[C:17]2=[O:29])[CH2:3]1. (3) Given the reactants [F:1][C:2]1[CH:7]=[CH:6][C:5]([O:8][CH3:9])=[CH:4][C:3]=1[C:10]1[CH:15]=[CH:14][C:13]([CH:16]2[CH2:25][CH2:24][C:23]3[C:18](=[CH:19][C:20](OC(=O)CC)=[CH:21][CH:22]=3)[O:17]2)=[CH:12][CH:11]=1.[Li+].[OH-:32].Cl, predict the reaction product. The product is: [F:1][C:2]1[CH:7]=[CH:6][C:5]([O:8][CH3:9])=[CH:4][C:3]=1[C:10]1[CH:15]=[CH:14][C:13]([CH:16]2[CH2:25][CH2:24][C:23]3[C:18](=[CH:19][C:20]([CH:4]([CH3:3])[C:5]([OH:8])=[O:32])=[CH:21][CH:22]=3)[O:17]2)=[CH:12][CH:11]=1. (4) Given the reactants Cl.Cl[CH2:3][C:4]1[N:9]2[CH:10]=[CH:11][N:12]=[C:8]2[CH:7]=[CH:6][CH:5]=1.[NH2:13][CH2:14][CH2:15][CH2:16][NH2:17].C(N(CC)CC)C.C1C=CC(N([S:32]([C:35]([F:38])([F:37])[F:36])(=[O:34])=[O:33])[S:32]([C:35]([F:38])([F:37])[F:36])(=[O:34])=[O:33])=CC=1, predict the reaction product. The product is: [F:36][C:35]([F:38])([F:37])[S:32]([NH:13][CH2:14][CH2:15][CH2:16][NH:17][CH2:3][C:4]1[N:9]2[CH:10]=[CH:11][N:12]=[C:8]2[CH:7]=[CH:6][CH:5]=1)(=[O:34])=[O:33]. (5) Given the reactants C[O:2][C:3]1[C:8]([CH2:9][N:10]2[CH2:15][CH2:14][CH:13]([CH2:16][CH2:17][C:18]3[CH:23]=[CH:22][CH:21]=[CH:20][C:19]=3[O:24][CH2:25][CH:26]3[CH2:31][CH2:30][CH2:29][CH2:28][CH2:27]3)[CH2:12][CH2:11]2)=[CH:7][CH:6]=[CH:5][N:4]=1.Cl.C[OH:34].[C:35](=[O:38])([OH:37])[O-].[Na+], predict the reaction product. The product is: [C:25]([OH:24])(=[O:34])[C:35]([OH:37])=[O:38].[O:2]=[C:3]1[C:8]([CH2:9][N:10]2[CH2:11][CH2:12][CH:13]([CH2:16][CH2:17][C:18]3[CH:23]=[CH:22][CH:21]=[CH:20][C:19]=3[O:24][CH2:25][CH:26]3[CH2:31][CH2:30][CH2:29][CH2:28][CH2:27]3)[CH2:14][CH2:15]2)=[CH:7][CH:6]=[CH:5][NH:4]1. (6) Given the reactants [Cl:1][C:2]1[CH:3]=[C:4]2[C:8](=[CH:9][CH:10]=1)[NH:7][CH:6]=[C:5]2[CH2:11][CH2:12][NH:13][C:14](=[O:23])[C:15]1[CH:20]=[CH:19][C:18]([CH2:21]Cl)=[CH:17][CH:16]=1.[F:24][C:25]1[CH:30]=[CH:29][C:28]([F:31])=[CH:27][C:26]=1B(O)O.ClCCl.C(=O)([O-])[O-].[Na+].[Na+].[I-].[Na+], predict the reaction product. The product is: [Cl:1][C:2]1[CH:3]=[C:4]2[C:8](=[CH:9][CH:10]=1)[NH:7][CH:6]=[C:5]2[CH2:11][CH2:12][NH:13][C:14](=[O:23])[C:15]1[CH:20]=[CH:19][C:18]([CH2:21][C:29]2[CH:30]=[C:25]([F:24])[CH:26]=[CH:27][C:28]=2[F:31])=[CH:17][CH:16]=1.